Dataset: Peptide-MHC class II binding affinity with 134,281 pairs from IEDB. Task: Regression. Given a peptide amino acid sequence and an MHC pseudo amino acid sequence, predict their binding affinity value. This is MHC class II binding data. (1) The peptide sequence is PEQIQLLKKAFDAFD. The MHC is DRB1_0401 with pseudo-sequence DRB1_0401. The binding affinity (normalized) is 0.129. (2) The binding affinity (normalized) is 0.646. The MHC is DRB5_0101 with pseudo-sequence DRB5_0101. The peptide sequence is ITFMQALQLLLEVEQ.